Dataset: Reaction yield outcomes from USPTO patents with 853,638 reactions. Task: Predict the reaction yield, written as a fraction of the theoretical maximum amount of product (1.0 means a 100% yield; for example, 0.34 means a 34% yield). The reactants are [Cl:1][C:2]1[CH:3]=[C:4]([CH:23]=[CH:24][C:25]=1[Cl:26])[CH2:5][CH:6]1[C:15]2[C:10](=[CH:11][CH:12]=[C:13]([O:16]C)[CH:14]=2)[CH2:9][CH2:8][CH:7]1[N:18]1[CH2:22][CH2:21][CH2:20][CH2:19]1.B(Br)(Br)Br. The catalyst is C(Cl)Cl.C(OCC)(=O)C. The product is [Cl:1][C:2]1[CH:3]=[C:4]([CH:23]=[CH:24][C:25]=1[Cl:26])[CH2:5][CH:6]1[C:15]2[CH:14]=[C:13]([OH:16])[CH:12]=[CH:11][C:10]=2[CH2:9][CH2:8][CH:7]1[N:18]1[CH2:19][CH2:20][CH2:21][CH2:22]1. The yield is 0.780.